This data is from Forward reaction prediction with 1.9M reactions from USPTO patents (1976-2016). The task is: Predict the product of the given reaction. Given the reactants [Br:1][C:2]1[CH:6]=[CH:5][S:4][C:3]=1[C:7]([OH:9])=O.[F:10][C:11]1[C:17]([F:18])=[C:16]([O:19][CH3:20])[CH:15]=[CH:14][C:12]=1[NH2:13], predict the reaction product. The product is: [Br:1][C:2]1[CH:6]=[CH:5][S:4][C:3]=1[C:7]([NH:13][C:12]1[CH:14]=[CH:15][C:16]([O:19][CH3:20])=[C:17]([F:18])[C:11]=1[F:10])=[O:9].